This data is from Full USPTO retrosynthesis dataset with 1.9M reactions from patents (1976-2016). The task is: Predict the reactants needed to synthesize the given product. (1) Given the product [Br:9][C:10]1[C:11]([Cl:28])=[CH:12][C:13]([O:5][CH2:4][CH2:3][CH2:2][CH2:1][OH:6])=[C:14]([S:16]([N:19]([CH3:26])[C:20]2[CH:25]=[CH:24][CH:23]=[CH:22][N:21]=2)(=[O:17])=[O:18])[CH:15]=1, predict the reactants needed to synthesize it. The reactants are: [CH2:1]([OH:6])[CH2:2][CH2:3][CH2:4][OH:5].[H-].[Na+].[Br:9][C:10]1[C:11]([Cl:28])=[CH:12][C:13](F)=[C:14]([S:16]([N:19]([CH3:26])[C:20]2[CH:25]=[CH:24][CH:23]=[CH:22][N:21]=2)(=[O:18])=[O:17])[CH:15]=1. (2) Given the product [Br:3][C:4]1[CH:5]=[CH:6][C:7]([C:10]2([C:11]([O:13][CH3:14])=[O:12])[CH2:17][CH2:16]2)=[CH:8][CH:9]=1, predict the reactants needed to synthesize it. The reactants are: [H-].[Na+].[Br:3][C:4]1[CH:9]=[CH:8][C:7]([CH2:10][C:11]([O:13][CH3:14])=[O:12])=[CH:6][CH:5]=1.Br[CH2:16][CH2:17]Br.[Cl-].[NH4+]. (3) Given the product [CH:17]1[N:15]2[C:16]3[C:3](=[CH:4][CH:5]=[CH:6][C:7]=3[O:8][C:9]3[C:14]2=[CH:13][CH:12]=[CH:11][CH:10]=3)[N:2]=1, predict the reactants needed to synthesize it. The reactants are: [Cl-].[NH3+:2][C:3]1[C:16]2[NH:15][C:14]3[C:9](=[CH:10][CH:11]=[CH:12][CH:13]=3)[O:8][C:7]=2[CH:6]=[CH:5][CH:4]=1.[CH:17]([O-])=O.[Na+]. (4) Given the product [CH3:1][N:2]1[C:7](=[O:8])[CH:6]=[C:5]([NH:9][C:10]2[CH:15]=[CH:14][C:13]([C:16]3[N:17]=[C:18]([N:26]4[CH2:31][CH2:30][O:29][CH2:28][C@@H:27]4[CH3:32])[C:19]4[CH2:25][CH2:24][N:23]([C:50]([C:46]5[S:45][CH:49]=[CH:48][N:47]=5)=[O:51])[CH2:22][C:20]=4[N:21]=3)=[CH:12][CH:11]=2)[NH:4][C:3]1=[O:33], predict the reactants needed to synthesize it. The reactants are: [CH3:1][N:2]1[C:7](=[O:8])[CH:6]=[C:5]([NH:9][C:10]2[CH:15]=[CH:14][C:13]([C:16]3[N:17]=[C:18]([N:26]4[CH2:31][CH2:30][O:29][CH2:28][C@@H:27]4[CH3:32])[C:19]4[CH2:25][CH2:24][NH:23][CH2:22][C:20]=4[N:21]=3)=[CH:12][CH:11]=2)[NH:4][C:3]1=[O:33].CN(C)C=O.N1C=CC=CC=1.[S:45]1[CH:49]=[CH:48][N:47]=[C:46]1[C:50](Cl)=[O:51]. (5) Given the product [C:1]([N:4]1[CH2:9][CH2:8][N:7]([CH2:10][C:11]2[N:15]3[CH2:16][CH2:17][O:18][C:19]4[CH:24]=[CH:23][C:22]([C:66]#[C:65][C:63]([OH:67])([CH3:64])[CH3:62])=[CH:21][C:20]=4[C:14]3=[N:13][C:12]=2[C:26]([NH2:28])=[O:27])[CH2:6][CH2:5]1)(=[O:3])[CH3:2], predict the reactants needed to synthesize it. The reactants are: [C:1]([N:4]1[CH2:9][CH2:8][N:7]([CH2:10][C:11]2[N:15]3[CH2:16][CH2:17][O:18][C:19]4[CH:24]=[CH:23][C:22](Br)=[CH:21][C:20]=4[C:14]3=[N:13][C:12]=2[C:26]([NH2:28])=[O:27])[CH2:6][CH2:5]1)(=[O:3])[CH3:2].BrC1C=CC2OCCN3C(CN4CCCC4)=C(C(N)=O)N=C3C=2C=1.N1(C(=O)C)CCNCC1.[CH3:62][C:63]([OH:67])([C:65]#[CH:66])[CH3:64].